From a dataset of Catalyst prediction with 721,799 reactions and 888 catalyst types from USPTO. Predict which catalyst facilitates the given reaction. (1) Reactant: I[C:2]1[CH:7]=[CH:6][C:5]([C:8]2([C:13]3[CH:22]=[CH:21][C:20]4[C:19]([CH3:24])([CH3:23])[CH2:18][CH2:17][C:16]([CH3:26])([CH3:25])[C:15]=4[CH:14]=3)[O:12][CH2:11][CH2:10][O:9]2)=[CH:4][CH:3]=1.CCN(CC)CC.[C:34]([O:38][CH3:39])(=[O:37])[CH:35]=[CH2:36]. Product: [CH3:24][C:19]1([CH3:23])[CH2:18][CH2:17][C:16]([CH3:26])([CH3:25])[C:15]2[CH:14]=[C:13]([C:8]3([C:5]4[CH:4]=[CH:3][C:2](/[CH:36]=[CH:35]/[C:34]([O:38][CH3:39])=[O:37])=[CH:7][CH:6]=4)[O:9][CH2:10][CH2:11][O:12]3)[CH:22]=[CH:21][C:20]1=2. The catalyst class is: 167. (2) Reactant: FC(F)(F)C(O)=O.[CH3:8][C:9]1[CH:14]=[CH:13][CH:12]=[C:11]([CH3:15])[C:10]=1[O:16][C:17]1[N:22]=[CH:21][C:20]([NH:23][C:24](=[O:36])[C:25]([NH:28]C(=O)OC(C)(C)C)([CH3:27])[CH3:26])=[CH:19][CH:18]=1. Product: [CH3:15][C:11]1[CH:12]=[CH:13][CH:14]=[C:9]([CH3:8])[C:10]=1[O:16][C:17]1[N:22]=[CH:21][C:20]([NH:23][C:24](=[O:36])[C:25]([CH3:26])([CH3:27])[NH2:28])=[CH:19][CH:18]=1. The catalyst class is: 4.